From a dataset of Reaction yield outcomes from USPTO patents with 853,638 reactions. Predict the reaction yield, written as a fraction of the theoretical maximum amount of product (1.0 means a 100% yield; for example, 0.34 means a 34% yield). (1) The reactants are [Si:1]([O:8][C:9]1[CH:10]=[C:11]([CH:14]=[CH:15][CH:16]=1)[CH:12]=O)([C:4]([CH3:7])([CH3:6])[CH3:5])([CH3:3])[CH3:2].Cl.[NH2:18][C:19]([CH3:26])([CH3:25])[C:20]([O:22][CH2:23][CH3:24])=[O:21].CCN(CC)CC.[BH-](OC(C)=O)(OC(C)=O)OC(C)=O.[Na+]. The catalyst is ClCCCl. The product is [Si:1]([O:8][C:9]1[CH:10]=[C:11]([CH:14]=[CH:15][CH:16]=1)[CH2:12][NH:18][C:19]([CH3:26])([CH3:25])[C:20]([O:22][CH2:23][CH3:24])=[O:21])([C:4]([CH3:7])([CH3:6])[CH3:5])([CH3:3])[CH3:2]. The yield is 0.900. (2) The reactants are [Cl:1][C:2]1[N:7]=[C:6]([S:8]([CH3:10])=[O:9])[N:5]=[C:4]([NH:11][C:12]2[NH:16][N:15]=[C:14]([CH3:17])[CH:13]=2)[CH:3]=1.[OH:18]OS([O-])=O.[K+]. The catalyst is CO.O. The product is [Cl:1][C:2]1[N:7]=[C:6]([S:8]([CH3:10])(=[O:18])=[O:9])[N:5]=[C:4]([NH:11][C:12]2[NH:16][N:15]=[C:14]([CH3:17])[CH:13]=2)[CH:3]=1. The yield is 0.880. (3) The reactants are C(O)(=O)C1C(=CC=CC=1)O.C(OO)(C)(C)C.C1(C)C=CC=CC=1.[C:24]1([S:30]([CH:33]([CH2:44][CH:45]=[C:46]([CH3:54])[CH2:47][CH2:48][CH:49]=[C:50]([CH3:53])[CH:51]=[O:52])[CH:34]=[C:35]([CH3:43])[CH2:36][CH2:37][CH:38]=[C:39]([CH3:42])[CH:40]=[O:41])(=[O:32])=[O:31])[CH:29]=[CH:28][CH:27]=[CH:26][CH:25]=1. The catalyst is C(Cl)Cl. The product is [C:24]1([S:30]([CH:33]([CH2:44][CH:45]=[C:46]([CH3:54])[CH2:47][CH2:48][CH:49]=[C:50]([CH3:53])[CH2:51][OH:52])[CH:34]=[C:35]([CH3:43])[CH2:36][CH2:37][CH:38]=[C:39]([CH3:42])[CH2:40][OH:41])(=[O:32])=[O:31])[CH:25]=[CH:26][CH:27]=[CH:28][CH:29]=1. The yield is 0.440. (4) The reactants are [Cl:1][C:2]1[CH:18]=[C:17]([C:19]#[N:20])[CH:16]=[C:15]([Cl:21])[C:3]=1[C:4](Cl)=[N:5][C:6]1[CH:11]=[CH:10][N:9]=[C:8]([Cl:12])[C:7]=1F.NC(N)=[S:24].N1C=CC=CC=1.C(N(CC)CC)C. The catalyst is C(O)(C)C. The product is [Cl:1][C:2]1[CH:18]=[C:17]([CH:16]=[C:15]([Cl:21])[C:3]=1[C:4]1[S:24][C:7]2[C:8]([Cl:12])=[N:9][CH:10]=[CH:11][C:6]=2[N:5]=1)[C:19]#[N:20]. The yield is 0.650. (5) The reactants are [C:1](Cl)(=[O:8])[C:2]1[CH:7]=[CH:6][CH:5]=[CH:4][CH:3]=1.[OH:10][CH2:11][C:12]1([C:18]([O:20][CH2:21][CH3:22])=[O:19])[CH2:17][CH:16]=[CH:15][CH2:14][O:13]1. The catalyst is C(Cl)Cl. The product is [C:1]([O:10][CH2:11][C:12]1([C:18]([O:20][CH2:21][CH3:22])=[O:19])[CH2:17][CH:16]=[CH:15][CH2:14][O:13]1)(=[O:8])[C:2]1[CH:7]=[CH:6][CH:5]=[CH:4][CH:3]=1. The yield is 0.980.